Predict the product of the given reaction. From a dataset of Forward reaction prediction with 1.9M reactions from USPTO patents (1976-2016). (1) Given the reactants [C:1]([O:4][CH2:5][CH2:6]O[CH2:8][CH3:9])(=[O:3])[CH3:2].N([C:19]([CH3:25])([CH3:24])[C:20]([O:22][CH3:23])=[O:21])=N[C:12](C)(C)C(OC)=O.[CH3:26][CH2:27][CH2:28][CH2:29][CH2:30][CH3:31], predict the reaction product. The product is: [C:1]([O:4][C:5]1[CH:6]=[CH:12][C:29]([CH:28]=[CH2:27])=[CH:30][CH:31]=1)(=[O:3])[CH3:2].[C:20]([O:22][C:23]1([CH2:8][CH3:9])[CH2:29][CH2:28][CH2:27][CH2:26]1)(=[O:21])[C:19]([CH3:24])=[CH2:25]. (2) Given the reactants [CH3:1][C:2]1[CH:7]=[CH:6][C:5]([C:8](=[O:10])[CH3:9])=[CH:4][C:3]=1[N+:11]([O-])=O.O.O.[Sn](Cl)Cl, predict the reaction product. The product is: [NH2:11][C:3]1[CH:4]=[C:5]([C:8](=[O:10])[CH3:9])[CH:6]=[CH:7][C:2]=1[CH3:1]. (3) Given the reactants [N:1]1[CH:6]=[CH:5][C:4]([C:7]2[CH:8]=[C:9]([C:13]3[O:14][C:15]4[C:21]([C:22]([O:24]C)=O)=[CH:20][CH:19]=[CH:18][C:16]=4[N:17]=3)[CH:10]=[CH:11][CH:12]=2)=[CH:3][CH:2]=1.[NH3:26], predict the reaction product. The product is: [N:1]1[CH:2]=[CH:3][C:4]([C:7]2[CH:8]=[C:9]([C:13]3[O:14][C:15]4[C:21]([C:22]([NH2:26])=[O:24])=[CH:20][CH:19]=[CH:18][C:16]=4[N:17]=3)[CH:10]=[CH:11][CH:12]=2)=[CH:5][CH:6]=1.